From a dataset of Reaction yield outcomes from USPTO patents with 853,638 reactions. Predict the reaction yield, written as a fraction of the theoretical maximum amount of product (1.0 means a 100% yield; for example, 0.34 means a 34% yield). (1) The reactants are F[C:2]1[C:7]([C:8]#[N:9])=[CH:6][C:5]2[C:10]3([CH2:31][O:32][C:4]=2[CH:3]=1)[C:18]1[C:13](=[CH:14][CH:15]=[CH:16][CH:17]=1)[N:12]([CH2:19][C:20]1[CH:25]=[CH:24][CH:23]=[CH:22][C:21]=1[C:26]([F:29])([F:28])[F:27])[C:11]3=[O:30].O.NN.[N:36](OCCC(C)C)=O.[PH2](O)=O.C(=O)(O)[O-].[Na+]. The catalyst is COCCOC. The product is [F:27][C:26]([F:29])([F:28])[C:21]1[CH:22]=[CH:23][CH:24]=[CH:25][C:20]=1[CH2:19][N:12]1[C:13]2[C:18](=[CH:17][CH:16]=[CH:15][CH:14]=2)[C:10]2([C:5]3[CH:6]=[C:7]4[C:2](=[CH:3][C:4]=3[O:32][CH2:31]2)[NH:36][N:9]=[CH:8]4)[C:11]1=[O:30]. The yield is 0.100. (2) The reactants are [F:1][C:2]1[CH:3]=[CH:4][C:5]([CH:8]=O)=[N:6][CH:7]=1.Cl.[NH2:11][OH:12].[OH-].[Na+].Cl. The catalyst is C(O)C.O. The product is [F:1][C:2]1[CH:3]=[CH:4][C:5]([CH:8]=[N:11][OH:12])=[N:6][CH:7]=1. The yield is 0.790. (3) The reactants are [Br:1][C:2]1[CH:3]=[C:4]([O:20][C:21]2[CH:26]=[CH:25][CH:24]=[CH:23][CH:22]=2)[C:5]([NH:8][C:9]2[S:10][CH:11]=[C:12]([CH2:14][CH2:15][C:16]([NH:18][NH2:19])=[O:17])[N:13]=2)=[N:6][CH:7]=1.C1N=CN([C:32](N2C=NC=C2)=[O:33])C=1. The catalyst is C1COCC1. The product is [Br:1][C:2]1[CH:3]=[C:4]([O:20][C:21]2[CH:26]=[CH:25][CH:24]=[CH:23][CH:22]=2)[C:5]([NH:8][C:9]2[S:10][CH:11]=[C:12]([CH2:14][CH2:15][C:16]3[O:17][C:32]([OH:33])=[N:19][N:18]=3)[N:13]=2)=[N:6][CH:7]=1. The yield is 0.283. (4) The reactants are [Br:1][C:2]1[CH:3]=[CH:4][C:5](CC2C=CC(Cl)=CC=2)=[C:6]([CH:9]=1)C=O.[BH4-].[Na+].[CH:37]1[CH:38]=[CH:33]C(P([C:33]2[CH:38]=[CH:37][CH:36]=[CH:35]C=2)[C:37]2[CH:38]=[CH:33]C=[CH:35][CH:36]=2)=[CH:35][CH:36]=1.[C:39]([Br:43])(Br)(Br)Br.[CH3:44][OH:45].[CH2:46]([Cl:48])Cl. The catalyst is C(Cl)Cl. The product is [Br:1][C:2]1[CH:9]=[CH:6][C:5]([O:45][CH2:44][C:37]2[CH:36]=[CH:35][C:46]([Cl:48])=[CH:33][CH:38]=2)=[C:4]([CH2:39][Br:43])[CH:3]=1. The yield is 0.920. (5) The reactants are [F:1][C:2]1[CH:9]=[C:8]([OH:10])[CH:7]=[CH:6][C:3]=1[C:4]#[N:5].O[C@@H:12]1[CH2:17][CH2:16][C@H:15]([N:18]2[C:26](=[O:27])[C:25]3[C:20](=[CH:21][CH:22]=[CH:23][CH:24]=3)[C:19]2=[O:28])[CH2:14][CH2:13]1.C1(P(C2C=CC=CC=2)C2C=CC=CC=2)C=CC=CC=1.N(C(OC(C)C)=O)=NC(OC(C)C)=O.[Cl-].[Na+].C(=O)([O-])O.[Na+]. The catalyst is O1CCCC1. The product is [O:27]=[C:26]1[C:25]2[C:20](=[CH:21][CH:22]=[CH:23][CH:24]=2)[C:19](=[O:28])[N:18]1[CH:15]1[CH2:16][CH2:17][CH:12]([O:10][C:8]2[CH:7]=[CH:6][C:3]([C:4]#[N:5])=[C:2]([F:1])[CH:9]=2)[CH2:13][CH2:14]1. The yield is 0.320. (6) The reactants are [AlH4-].[Li+].[Br:3][C:4]1[CH:20]=[CH:19][C:7]2[C:8]3[N:9]=[C:10]([C:16](O)=[O:17])[S:11][C:12]=3[CH2:13][CH2:14][O:15][C:6]=2[CH:5]=1. The catalyst is O1CCCC1. The product is [Br:3][C:4]1[CH:20]=[CH:19][C:7]2[C:8]3[N:9]=[C:10]([CH2:16][OH:17])[S:11][C:12]=3[CH2:13][CH2:14][O:15][C:6]=2[CH:5]=1. The yield is 0.630.